This data is from CYP1A2 inhibition data for predicting drug metabolism from PubChem BioAssay. The task is: Regression/Classification. Given a drug SMILES string, predict its absorption, distribution, metabolism, or excretion properties. Task type varies by dataset: regression for continuous measurements (e.g., permeability, clearance, half-life) or binary classification for categorical outcomes (e.g., BBB penetration, CYP inhibition). Dataset: cyp1a2_veith. (1) The compound is CC(C)=NOC[C@@H](C)[C@H](OCc1ccccc1)C(C)C. The result is 0 (non-inhibitor). (2) The drug is S=C(NCCSCc1ccc(Cl)cc1Cl)Nc1ccccc1. The result is 1 (inhibitor). (3) The compound is CCOC(=O)C1=C[C@@]2(CC)CCCN3CCc4c(n1c1ccccc41)[C@H]32. The result is 0 (non-inhibitor). (4) The compound is Cc1nn(C)cc1C(C(=O)NC1CCCCC1)N(C(=O)Cc1cccs1)c1ccc(C(C)C)cc1. The result is 0 (non-inhibitor). (5) The result is 1 (inhibitor). The drug is CCOC(=O)c1sc(NC(=O)CCCCCN2C(=O)c3cccc4cccc(c34)C2=O)nc1C. (6) The drug is COc1ccc(CNC(=O)[C@H](C)[C@@H]2C[C@@]2(C)[C@@H](NC(=O)OCc2ccccc2)c2ccccc2)cc1OC. The result is 1 (inhibitor).